Dataset: Forward reaction prediction with 1.9M reactions from USPTO patents (1976-2016). Task: Predict the product of the given reaction. (1) Given the reactants [Br:1][C:2]1[C:11]2[C:6](=[CH:7][C:8](Br)=[CH:9][CH:10]=2)[CH:5]=[N:4][CH:3]=1.[CH3:13][C:14]1[CH:23]=[CH:22][C:17]([C:18]([O:20][CH3:21])=[O:19])=[CH:16][C:15]=1B1OC(C)(C)C(C)(C)O1.CCO.C([O-])([O-])=O.[K+].[K+], predict the reaction product. The product is: [Br:1][C:2]1[C:11]2[C:6](=[CH:7][C:8]([C:15]3[CH:16]=[C:17]([CH:22]=[CH:23][C:14]=3[CH3:13])[C:18]([O:20][CH3:21])=[O:19])=[CH:9][CH:10]=2)[CH:5]=[N:4][CH:3]=1. (2) Given the reactants OCCCN1C=C(C2C=CC(N[C:22]3[C:27]([C:28]([F:31])([F:30])[F:29])=[CH:26][N:25]=[C:24]([NH:32][C:33]4[CH:47]=[CH:46][C:36]([CH2:37][P:38](=[O:45])([O:42][CH2:43][CH3:44])[O:39][CH2:40][CH3:41])=[CH:35][C:34]=4[O:48][CH3:49])[N:23]=3)=C3C=2CN(C)C3=O)C=N1.C(OP1(=O)CC2C=CC(=CC=2)NC2=NC(=C(C(F)(F)F)C=N2)NC2C=CC(=NC=2C(NC)=O)C2=CN(N=C2)CCCCO1)C.[NH2:94][C:95]1[C:96]([C:112]([NH:114][CH3:115])=[O:113])=[N:97][C:98]([C:101]2[C:102]([O:110][CH3:111])=[N:103][N:104]([CH2:106][CH2:107][CH2:108][OH:109])[CH:105]=2)=[CH:99][CH:100]=1, predict the reaction product. The product is: [OH:109][CH2:108][CH2:107][CH2:106][N:104]1[CH:105]=[C:101]([C:98]2[N:97]=[C:96]([C:112](=[O:113])[NH:114][CH3:115])[C:95]([NH:94][C:26]3[C:27]([C:28]([F:29])([F:30])[F:31])=[CH:22][N:23]=[C:24]([NH:32][C:33]4[CH:47]=[CH:46][C:36]([CH2:37][P:38](=[O:45])([O:42][CH2:43][CH3:44])[O:39][CH2:40][CH3:41])=[CH:35][C:34]=4[O:48][CH3:49])[N:25]=3)=[CH:100][CH:99]=2)[C:102]([O:110][CH3:111])=[N:103]1.